Regression. Given a peptide amino acid sequence and an MHC pseudo amino acid sequence, predict their binding affinity value. This is MHC class II binding data. From a dataset of Peptide-MHC class II binding affinity with 134,281 pairs from IEDB. The peptide sequence is GKSYDALATFTVNIF. The MHC is DRB1_0101 with pseudo-sequence DRB1_0101. The binding affinity (normalized) is 0.637.